From a dataset of Reaction yield outcomes from USPTO patents with 853,638 reactions. Predict the reaction yield, written as a fraction of the theoretical maximum amount of product (1.0 means a 100% yield; for example, 0.34 means a 34% yield). (1) The reactants are [OH:1][CH2:2][C:3]1[CH:8]=[CH:7][N:6]=[C:5]([C:9]([NH2:11])=[O:10])[CH:4]=1.C(N(CC)CC)C.[CH3:19][S:20](Cl)(=[O:22])=[O:21]. The catalyst is C(OCC)(=O)C. The product is [CH3:19][S:20]([O:1][CH2:2][C:3]1[CH:8]=[CH:7][N:6]=[C:5]([C:9]([NH2:11])=[O:10])[CH:4]=1)(=[O:22])=[O:21]. The yield is 0.990. (2) The reactants are [OH2:1].[NH2:2][NH2:3].[I:4][C:5]1[C:6](OC)=[N:7][C:8](S(C)=O)=[C:9]([CH:12]=1)[C:10]#[N:11].[CH3:18]C(O)C. No catalyst specified. The product is [I:4][C:5]1[CH:12]=[C:9]2[C:10]([NH2:11])=[N:3][NH:2][C:8]2=[N:7][C:6]=1[O:1][CH3:18]. The yield is 0.780. (3) The reactants are [CH3:1][S:2][C:3]1[CH:4]=[CH:5][C:6]([NH:9]/[C:10](/[NH:19]C(=O)OC(C)(C)C)=[N:11]/C(=O)OC(C)(C)C)=[N:7][CH:8]=1. The catalyst is FC(F)(F)C(O)=O.O. The product is [CH3:1][S:2][C:3]1[CH:4]=[CH:5][C:6]([NH:9][C:10]([NH2:19])=[NH:11])=[N:7][CH:8]=1. The yield is 0.930. (4) The product is [CH3:8][O:9][C:10](=[O:28])[C:11]1[CH:16]=[CH:15][CH:14]=[CH:13][C:12]=1[CH2:17][S:18][C:19]1[N:20]([CH2:41][C:36]2[CH:37]=[CH:38][CH:39]=[CH:40][C:35]=2[C:34]([O:33][C:29]([CH3:32])([CH3:31])[CH3:30])=[O:43])[C:21]2[CH:27]=[CH:26][CH:25]=[CH:24][C:22]=2[N:23]=1. The yield is 0.710. The reactants are [H-].[Na+].O1CCCC1.[CH3:8][O:9][C:10](=[O:28])[C:11]1[CH:16]=[CH:15][CH:14]=[CH:13][C:12]=1[CH2:17][S:18][C:19]1[NH:20][C:21]2[CH:27]=[CH:26][CH:25]=[CH:24][C:22]=2[N:23]=1.[C:29]([O:33][C:34](=[O:43])[C:35]1[CH:40]=[CH:39][CH:38]=[CH:37][C:36]=1[CH2:41]Br)([CH3:32])([CH3:31])[CH3:30]. The catalyst is O. (5) The reactants are [CH2:1]([O:8][C:9]1[CH:10]=[CH:11][C:12]([CH:18]=[CH:19][C:20]([O:22][C:23]([CH3:26])([CH3:25])[CH3:24])=[O:21])=[C:13]([CH:17]=1)[C:14]([OH:16])=[O:15])[C:2]1[CH:7]=[CH:6][CH:5]=[CH:4][CH:3]=1.[CH3:27][Si:28]([CH3:33])([CH3:32])[CH2:29][CH2:30]O.C(Cl)CCl. The catalyst is C(Cl)Cl.CN(C1C=CN=CC=1)C. The product is [CH3:27][Si:28]([CH3:33])([CH3:32])[CH2:29][CH2:30][O:15][C:14](=[O:16])[C:13]1[CH:17]=[C:9]([O:8][CH2:1][C:2]2[CH:3]=[CH:4][CH:5]=[CH:6][CH:7]=2)[CH:10]=[CH:11][C:12]=1[CH:18]=[CH:19][C:20]([O:22][C:23]([CH3:26])([CH3:25])[CH3:24])=[O:21]. The yield is 0.840. (6) The reactants are [F:1][C:2]1[CH:3]=[C:4](I)[C:5]([NH2:8])=[N:6][CH:7]=1.[CH3:10][Si:11]([C:14]#[CH:15])([CH3:13])[CH3:12].C(N(CC)CC)C. The catalyst is C1COCC1.[Cu]I. The yield is 0.940. The product is [F:1][C:2]1[CH:3]=[C:4]([C:15]#[C:14][Si:11]([CH3:13])([CH3:12])[CH3:10])[C:5]([NH2:8])=[N:6][CH:7]=1. (7) The product is [Cl:1][C:2]1[CH:3]=[C:4]([CH:7]=[C:8]([Cl:27])[C:9]=1[O:10][C:11]1[CH:16]=[CH:15][C:14]([OH:17])=[C:13]([CH2:19][C:20]2[CH:25]=[CH:24][C:23]([F:26])=[CH:22][CH:21]=2)[CH:12]=1)[CH2:5][Br:29]. The yield is 0.670. The reactants are [Cl:1][C:2]1[CH:3]=[C:4]([CH:7]=[C:8]([Cl:27])[C:9]=1[O:10][C:11]1[CH:16]=[CH:15][C:14]([O:17]C)=[C:13]([CH2:19][C:20]2[CH:25]=[CH:24][C:23]([F:26])=[CH:22][CH:21]=2)[CH:12]=1)[CH2:5]O.B(Br)(Br)[Br:29]. The catalyst is C(Cl)Cl. (8) The reactants are [CH3:1][O:2][C:3]1[CH:8]=[CH:7][C:6]([S:9]([C:12]2[CH:13]=[CH:14][C:15]3[O:24][C:23]4[CH2:22][CH2:21][N:20](C(OC(C)(C)C)=O)[CH2:19][C:18]=4[C:16]=3[CH:17]=2)(=[O:11])=[O:10])=[CH:5][CH:4]=1.[ClH:32]. The catalyst is ClCCl.CO.C(OCC)C. The product is [ClH:32].[CH3:1][O:2][C:3]1[CH:8]=[CH:7][C:6]([S:9]([C:12]2[CH:13]=[CH:14][C:15]3[O:24][C:23]4[CH2:22][CH2:21][NH:20][CH2:19][C:18]=4[C:16]=3[CH:17]=2)(=[O:11])=[O:10])=[CH:5][CH:4]=1. The yield is 0.300. (9) The product is [N:24]1([C:8]([C:6]2[S:7][C:3]([CH:1]=[O:2])=[CH:4][CH:5]=2)=[O:10])[CH2:29][CH2:28][CH2:27][CH2:26][CH2:25]1. The catalyst is C1(C)C=CC=CC=1.CCOC(C)=O.CN(C=O)C. The reactants are [CH:1]([C:3]1[S:7][C:6]([C:8]([OH:10])=O)=[CH:5][CH:4]=1)=[O:2].C(Cl)(=O)C(Cl)=O.C(N(CC)CC)C.[NH:24]1[CH2:29][CH2:28][CH2:27][CH2:26][CH2:25]1.Cl. The yield is 1.00. (10) The reactants are [Cl:1][C:2]1[N:3]=[C:4](Cl)[C:5]2[CH2:10][CH2:9][CH:8]([C:11]3[CH:16]=[CH:15][C:14]([F:17])=[CH:13][CH:12]=3)[C:6]=2[N:7]=1.Cl.[C@H:20]12[CH2:26][C@H:23]([NH:24][CH2:25]1)[CH2:22][O:21]2.CCN(C(C)C)C(C)C. The catalyst is CO. The product is [Cl:1][C:2]1[N:3]=[C:4]([N:24]2[CH2:25][C@@H:20]3[CH2:26][C@H:23]2[CH2:22][O:21]3)[C:5]2[CH2:10][CH2:9][CH:8]([C:11]3[CH:16]=[CH:15][C:14]([F:17])=[CH:13][CH:12]=3)[C:6]=2[N:7]=1. The yield is 0.606.